From a dataset of Full USPTO retrosynthesis dataset with 1.9M reactions from patents (1976-2016). Predict the reactants needed to synthesize the given product. (1) Given the product [CH2:1]([O:3][C:4]([N:6]1[C:15]2[C:10](=[N:11][C:12]([O:16][CH3:17])=[CH:13][CH:14]=2)[C@@H:9]([NH:18][C:19]2[N:24]=[C:23]([CH2:25][C:26]3[CH:31]=[C:30]([C:32]([F:35])([F:34])[F:33])[CH:29]=[C:28]([C:36]([F:39])([F:38])[F:37])[CH:27]=3)[C:22]([N:64]3[CH2:69][CH2:68][CH2:67][CH:66]([CH2:70][OH:71])[CH2:65]3)=[CH:21][N:20]=2)[CH2:8][C@H:7]1[CH2:41][CH3:42])=[O:5])[CH3:2], predict the reactants needed to synthesize it. The reactants are: [CH2:1]([O:3][C:4]([N:6]1[C:15]2[C:10](=[N:11][C:12]([O:16][CH3:17])=[CH:13][CH:14]=2)[C@@H:9]([NH:18][C:19]2[N:24]=[C:23]([CH2:25][C:26]3[CH:31]=[C:30]([C:32]([F:35])([F:34])[F:33])[CH:29]=[C:28]([C:36]([F:39])([F:38])[F:37])[CH:27]=3)[C:22](Br)=[CH:21][N:20]=2)[CH2:8][C@H:7]1[CH2:41][CH3:42])=[O:5])[CH3:2].C1(C2C=CC=CC=2O)C=CC=CC=1.P([O-])([O-])([O-])=O.[K+].[K+].[K+].[NH:64]1[CH2:69][CH2:68][CH2:67][CH:66]([CH2:70][OH:71])[CH2:65]1. (2) Given the product [F:1][C:2]1[CH:3]=[CH:4][C:5]2[N:9]=[C:8]([CH:10]([NH:12][C:21]3[N:29]=[CH:28][N:27]=[C:26]4[C:22]=3[N:23]=[CH:24][NH:25]4)[CH3:11])[N:7]([C:13]3[CH:18]=[CH:17][CH:16]=[CH:15][N:14]=3)[C:6]=2[CH:19]=1, predict the reactants needed to synthesize it. The reactants are: [F:1][C:2]1[CH:3]=[CH:4][C:5]2[N:9]=[C:8]([C@@H:10]([NH2:12])[CH3:11])[N:7]([C:13]3[CH:18]=[CH:17][CH:16]=[CH:15][N:14]=3)[C:6]=2[CH:19]=1.Cl[C:21]1[N:29]=[CH:28][N:27]=[C:26]2[C:22]=1[N:23]=[CH:24][N:25]2C1CCCCO1.CCN(C(C)C)C(C)C. (3) Given the product [CH3:33][CH:23]([CH3:22])[CH2:24][CH:25]([OH:32])[CH2:26][C:27]([O:29][CH2:30][CH3:31])=[O:28], predict the reactants needed to synthesize it. The reactants are: CC(C[C@H](CN)CC(O)=O)C.[H-].[Na+].C(=O)(OCC)OCC.[CH3:22][CH:23]([CH3:33])[CH2:24][C:25](=[O:32])[CH2:26][C:27]([O:29][CH2:30][CH3:31])=[O:28].[BH4-].[Na+]. (4) Given the product [ClH:26].[NH2:1][C:2]([CH3:13])([C:9]([F:10])([F:11])[F:12])[CH2:3][C:4]([OH:6])=[O:5], predict the reactants needed to synthesize it. The reactants are: [NH2:1][C:2]([CH3:13])([C:9]([F:12])([F:11])[F:10])[CH2:3][C:4]([O:6]CC)=[O:5].NC(C)(C(F)(F)F)CC(OC)=O.[ClH:26].C(#N)C. (5) Given the product [F:18][C:19]1[CH:24]=[CH:23][C:22]([S:25]([NH:14][C:12]2[CH:11]=[CH:10][CH:9]=[C:8]([CH2:7][O:6][CH2:5][C:4]3[CH:15]=[CH:16][CH:17]=[C:2]([F:1])[CH:3]=3)[N:13]=2)(=[O:26])=[O:27])=[CH:21][C:20]=1[C:29]([F:32])([F:30])[F:31], predict the reactants needed to synthesize it. The reactants are: [F:1][C:2]1[CH:3]=[C:4]([CH:15]=[CH:16][CH:17]=1)[CH2:5][O:6][CH2:7][C:8]1[N:13]=[C:12]([NH2:14])[CH:11]=[CH:10][CH:9]=1.[F:18][C:19]1[CH:24]=[CH:23][C:22]([S:25](Cl)(=[O:27])=[O:26])=[CH:21][C:20]=1[C:29]([F:32])([F:31])[F:30]. (6) Given the product [F:35][C:2]([F:1])([F:34])[C:3]1[CH:4]=[C:5]([C@H:13]([O:15][C@H:16]2[CH2:24][N:23]3[C@@H:18]([CH2:19][C:20](=[O:26])[CH2:21][C:22]3=[O:25])[C@@H:17]2[C:27]2[CH:28]=[CH:29][C:30]([F:33])=[CH:31][CH:32]=2)[CH3:14])[CH:6]=[C:7]([C:9]([F:10])([F:11])[F:12])[CH:8]=1, predict the reactants needed to synthesize it. The reactants are: [F:1][C:2]([F:35])([F:34])[C:3]1[CH:4]=[C:5]([C@H:13]([O:15][C@H:16]2[CH2:24][N:23]3[C@@H:18]([CH2:19][CH:20]([OH:26])[CH2:21][C:22]3=[O:25])[C@@H:17]2[C:27]2[CH:32]=[CH:31][C:30]([F:33])=[CH:29][CH:28]=2)[CH3:14])[CH:6]=[C:7]([C:9]([F:12])([F:11])[F:10])[CH:8]=1. (7) Given the product [Br:6][C:7]1[C:15]2[C:10](=[N:11][CH:12]=[CH:13][CH:14]=2)[S:9][C:8]=1[CH:16]([O:21][C:15]([CH3:7])([CH3:10])[CH3:14])[C:17]([O:19][CH3:20])=[O:18], predict the reactants needed to synthesize it. The reactants are: Cl(O)(=O)(=O)=O.[Br:6][C:7]1[C:15]2[C:10](=[N:11][CH:12]=[CH:13][CH:14]=2)[S:9][C:8]=1[CH:16]([OH:21])[C:17]([O:19][CH3:20])=[O:18].